Dataset: Full USPTO retrosynthesis dataset with 1.9M reactions from patents (1976-2016). Task: Predict the reactants needed to synthesize the given product. (1) Given the product [Cl:10][CH2:11][C:12]1[N:9]=[C:1]([C:2]2[CH:7]=[CH:6][CH:5]=[CH:4][CH:3]=2)[S:8][CH:14]=1, predict the reactants needed to synthesize it. The reactants are: [C:1]([NH2:9])(=[S:8])[C:2]1[CH:7]=[CH:6][CH:5]=[CH:4][CH:3]=1.[Cl:10][CH2:11][C:12]([CH2:14]Cl)=O. (2) Given the product [O:7]1[C:11]2[CH:12]=[CH:13][C:14]([C:16]3[C:17]([CH2:25][O:26][C:27]4[C:32]([F:33])=[CH:31][C:30]([CH2:34][CH2:35][CH2:36][OH:37])=[CH:29][C:28]=4[F:41])=[C:18]([C:21]([F:24])([F:22])[F:23])[S:19][CH:20]=3)=[CH:15][C:10]=2[O:9][CH2:8]1, predict the reactants needed to synthesize it. The reactants are: [H-].[H-].[H-].[H-].[Li+].[Al+3].[O:7]1[C:11]2[CH:12]=[CH:13][C:14]([C:16]3[C:17]([CH2:25][O:26][C:27]4[C:32]([F:33])=[CH:31][C:30]([CH2:34][CH2:35][C:36](OCC)=[O:37])=[CH:29][C:28]=4[F:41])=[C:18]([C:21]([F:24])([F:23])[F:22])[S:19][CH:20]=3)=[CH:15][C:10]=2[O:9][CH2:8]1. (3) The reactants are: [F:1][C:2]1[CH:3]=[C:4]2[C:9](=[CH:10][C:11]=1[F:12])[NH:8][CH:7]=[C:6]([C:13]#[N:14])[C:5]2=[O:15].[F:16][C:17]1[CH:24]=[CH:23][CH:22]=[C:21]([F:25])[C:18]=1[CH2:19]Cl. Given the product [F:16][C:17]1[CH:24]=[CH:23][CH:22]=[C:21]([F:25])[C:18]=1[CH2:19][N:8]1[C:9]2[C:4](=[CH:3][C:2]([F:1])=[C:11]([F:12])[CH:10]=2)[C:5](=[O:15])[C:6]([C:13]#[N:14])=[CH:7]1, predict the reactants needed to synthesize it. (4) Given the product [Cl:9][C:10]1[CH:15]=[CH:14][CH:13]=[C:12]([Cl:16])[C:11]=1[CH2:17][C:18]1[NH:8][C:1]2[CH:6]=[CH:5][CH:4]=[CH:3][C:2]=2[N:7]=1, predict the reactants needed to synthesize it. The reactants are: [C:1]1([NH2:8])[C:2]([NH2:7])=[CH:3][CH:4]=[CH:5][CH:6]=1.[Cl:9][C:10]1[CH:15]=[CH:14][CH:13]=[C:12]([Cl:16])[C:11]=1[CH2:17][C:18](O)=O. (5) Given the product [NH2:1][C:2]1[C:3]2[C:10]([C:11]#[C:12][C:13]3[CH:14]=[C:15]([O:21][CH3:22])[CH:16]=[C:17]([O:19][CH3:20])[CH:18]=3)=[CH:9][N:8]([C@@H:23]3[CH2:27][N:26]([C:28]([O:30][C:31]([CH3:32])([CH3:34])[CH3:33])=[O:29])[C@H:25]([C:35]([OH:37])=[O:36])[CH2:24]3)[C:4]=2[N:5]=[CH:6][N:7]=1, predict the reactants needed to synthesize it. The reactants are: [NH2:1][C:2]1[C:3]2[C:10]([C:11]#[C:12][C:13]3[CH:18]=[C:17]([O:19][CH3:20])[CH:16]=[C:15]([O:21][CH3:22])[CH:14]=3)=[CH:9][N:8]([C@@H:23]3[CH2:27][N:26]([C:28]([O:30][C:31]([CH3:34])([CH3:33])[CH3:32])=[O:29])[C@H:25]([C:35]([O:37]C)=[O:36])[CH2:24]3)[C:4]=2[N:5]=[CH:6][N:7]=1.[OH-].[Na+].Cl.C(OCC)(=O)C. (6) Given the product [F:1][C:2]1[CH:3]=[CH:4][C:5]([CH3:19])=[C:6]([C:8]2[CH:17]=[C:16]3[C:11]([CH:12]=[C:13]([NH:18][C:20](=[O:22])[CH3:21])[N:14]=[CH:15]3)=[CH:10][CH:9]=2)[CH:7]=1, predict the reactants needed to synthesize it. The reactants are: [F:1][C:2]1[CH:3]=[CH:4][C:5]([CH3:19])=[C:6]([C:8]2[CH:17]=[C:16]3[C:11]([CH:12]=[C:13]([NH2:18])[N:14]=[CH:15]3)=[CH:10][CH:9]=2)[CH:7]=1.[C:20](Cl)(=[O:22])[CH3:21].O.